This data is from Reaction yield outcomes from USPTO patents with 853,638 reactions. The task is: Predict the reaction yield, written as a fraction of the theoretical maximum amount of product (1.0 means a 100% yield; for example, 0.34 means a 34% yield). The reactants are S(O[CH2:6][C:7]1[CH:12]=[CH:11][CH:10]=[C:9]([NH:13][C:14]([O:16][C:17]([CH3:20])([CH3:19])[CH3:18])=[O:15])[CH:8]=1)(C)(=O)=O.[NH:21]1[CH:25]=[CH:24][N:23]=[CH:22]1.[Na]. The catalyst is CN(C=O)C. The product is [N:21]1([CH2:6][C:7]2[CH:12]=[CH:11][CH:10]=[C:9]([NH:13][C:14]([O:16][C:17]([CH3:20])([CH3:19])[CH3:18])=[O:15])[CH:8]=2)[CH:25]=[CH:24][N:23]=[CH:22]1. The yield is 0.680.